This data is from Forward reaction prediction with 1.9M reactions from USPTO patents (1976-2016). The task is: Predict the product of the given reaction. (1) Given the reactants [Cl:1][C:2]1[CH:3]=[C:4]2[C:10]([C:11]3[N:16]=[C:15]([NH:17][C@H:18]4[CH2:22][CH2:21][N:20](S(C)(=O)=O)[CH2:19]4)[C:14]([F:27])=[CH:13][N:12]=3)=[CH:9][NH:8][C:5]2=[N:6][CH:7]=1.N[C@@H]1CCN(C(OC(C)(C)C)=O)C1.[C:41](=O)([O:50][C@H:51]1[CH2:55][CH2:54][O:53][CH2:52]1)[O:42]N1C(=O)CCC1=O, predict the reaction product. The product is: [Cl:1][C:2]1[CH:3]=[C:4]2[C:10]([C:11]3[N:16]=[C:15]([NH:17][C@@H:18]4[CH2:22][CH2:21][N:20]([C:41]([O:50][C@H:51]5[CH2:55][CH2:54][O:53][CH2:52]5)=[O:42])[CH2:19]4)[C:14]([F:27])=[CH:13][N:12]=3)=[CH:9][NH:8][C:5]2=[N:6][CH:7]=1. (2) Given the reactants [F:1][C:2]1[CH:7]=[C:6]([F:8])[CH:5]=[C:4]([OH:9])[C:3]=1[OH:10].[C:11](=O)([O-])[O-].[Cs+].[Cs+].BrCCl.O, predict the reaction product. The product is: [F:1][C:2]1[C:3]2[O:10][CH2:11][O:9][C:4]=2[CH:5]=[C:6]([F:8])[CH:7]=1. (3) Given the reactants [C:1]([O:5][C:6]([N:8]1[CH2:12][C@@H:11]([C:13](=[O:23])[NH:14][C:15]2[CH:20]=[CH:19][CH:18]=[C:17]([C:21]#[N:22])[CH:16]=2)[C@H:10]([C:24]2[CH:29]=[CH:28][CH:27]=[C:26](Br)[CH:25]=2)[CH2:9]1)=[O:7])([CH3:4])([CH3:3])[CH3:2].C[OH:32].C1[CH2:37][O:36][CH2:35]C1.C(N(CC)C(C)C)(C)C, predict the reaction product. The product is: [C:1]([O:5][C:6]([N:8]1[CH2:9][C@@H:10]([C:24]2[CH:29]=[CH:28][CH:27]=[C:26]([C:35]([O:36][CH3:37])=[O:32])[CH:25]=2)[C@H:11]([C:13](=[O:23])[NH:14][C:15]2[CH:20]=[CH:19][CH:18]=[C:17]([C:21]#[N:22])[CH:16]=2)[CH2:12]1)=[O:7])([CH3:4])([CH3:3])[CH3:2]. (4) Given the reactants [C:1]1([C@H:7]([N:9]([CH2:14][C:15]#[N:16])[CH2:10][C:11]([CH3:13])=[CH2:12])[CH3:8])[CH:6]=[CH:5][CH:4]=[CH:3][CH:2]=1.C1([Mg]Br)CCCC1.B(F)(F)F.CCOCC.[OH-].[Na+], predict the reaction product. The product is: [CH3:12][C:11]12[CH2:13][C:15]1([NH2:16])[CH2:14][N:9]([C@@H:7]([C:1]1[CH:6]=[CH:5][CH:4]=[CH:3][CH:2]=1)[CH3:8])[CH2:10]2.